Task: Regression. Given two drug SMILES strings and cell line genomic features, predict the synergy score measuring deviation from expected non-interaction effect.. Dataset: NCI-60 drug combinations with 297,098 pairs across 59 cell lines (1) Drug 1: C1=NC2=C(N1)C(=S)N=C(N2)N. Drug 2: CC(C1=C(C=CC(=C1Cl)F)Cl)OC2=C(N=CC(=C2)C3=CN(N=C3)C4CCNCC4)N. Cell line: SK-OV-3. Synergy scores: CSS=37.2, Synergy_ZIP=-4.76, Synergy_Bliss=-3.57, Synergy_Loewe=-4.89, Synergy_HSA=-2.87. (2) Drug 1: C1C(C(OC1N2C=C(C(=O)NC2=O)F)CO)O. Drug 2: COC1=C2C(=CC3=C1OC=C3)C=CC(=O)O2. Cell line: RPMI-8226. Synergy scores: CSS=29.7, Synergy_ZIP=3.57, Synergy_Bliss=2.07, Synergy_Loewe=-27.2, Synergy_HSA=-1.72. (3) Drug 1: CC12CCC(CC1=CCC3C2CCC4(C3CC=C4C5=CN=CC=C5)C)O. Drug 2: CC1=C(C(=CC=C1)Cl)NC(=O)C2=CN=C(S2)NC3=CC(=NC(=N3)C)N4CCN(CC4)CCO. Cell line: HCT116. Synergy scores: CSS=11.3, Synergy_ZIP=-3.83, Synergy_Bliss=-3.24, Synergy_Loewe=-4.95, Synergy_HSA=-2.08. (4) Drug 1: CNC(=O)C1=NC=CC(=C1)OC2=CC=C(C=C2)NC(=O)NC3=CC(=C(C=C3)Cl)C(F)(F)F. Drug 2: C1CC(=O)NC(=O)C1N2C(=O)C3=CC=CC=C3C2=O. Cell line: HOP-62. Synergy scores: CSS=10.9, Synergy_ZIP=-2.76, Synergy_Bliss=-6.06, Synergy_Loewe=-5.51, Synergy_HSA=-4.95. (5) Drug 2: CC1C(C(CC(O1)OC2CC(CC3=C2C(=C4C(=C3O)C(=O)C5=C(C4=O)C(=CC=C5)OC)O)(C(=O)C)O)N)O.Cl. Drug 1: C1CCN(CC1)CCOC2=CC=C(C=C2)C(=O)C3=C(SC4=C3C=CC(=C4)O)C5=CC=C(C=C5)O. Synergy scores: CSS=27.2, Synergy_ZIP=-3.85, Synergy_Bliss=1.19, Synergy_Loewe=-13.4, Synergy_HSA=-0.577. Cell line: MDA-MB-231.